This data is from Catalyst prediction with 721,799 reactions and 888 catalyst types from USPTO. The task is: Predict which catalyst facilitates the given reaction. (1) Reactant: [Br:1][CH:2]([CH3:6])[C:3](Cl)=[O:4].[NH:7]1[C:15]2[C:10](=[CH:11][CH:12]=[CH:13][C:14]=2[CH2:16][NH:17][CH2:18][C:19]2[CH:24]=[CH:23][C:22]([O:25][CH3:26])=[CH:21][C:20]=2[O:27][CH3:28])[CH:9]=[CH:8]1.C(N(CC)CC)C. Product: [CH3:28][O:27][C:20]1[CH:21]=[C:22]([O:25][CH3:26])[CH:23]=[CH:24][C:19]=1[CH2:18][N:17]([CH2:16][C:14]1[CH:13]=[CH:12][CH:11]=[C:10]2[C:15]=1[NH:7][CH:8]=[CH:9]2)[C:3](=[O:4])[CH:2]([Br:1])[CH3:6]. The catalyst class is: 7. (2) Reactant: [C:1]([O:5][C:6](=[O:12])[NH:7][CH:8]1[CH2:11][NH:10][CH2:9]1)([CH3:4])([CH3:3])[CH3:2].[F:13][C:14]([F:25])([F:24])[C:15]1[CH:20]=[CH:19][C:18]([N:21]=[C:22]=[O:23])=[CH:17][CH:16]=1. The catalyst class is: 4. Product: [C:1]([O:5][C:6](=[O:12])[NH:7][CH:8]1[CH2:11][N:10]([C:22](=[O:23])[NH:21][C:18]2[CH:19]=[CH:20][C:15]([C:14]([F:13])([F:25])[F:24])=[CH:16][CH:17]=2)[CH2:9]1)([CH3:4])([CH3:2])[CH3:3]. (3) Product: [F:10][C:11]1[CH:16]=[C:15]([C:2]2[CH:7]=[C:6]([O:8][CH3:9])[CH:5]=[CH:4][N:3]=2)[CH:14]=[CH:13][CH:12]=1. The catalyst class is: 25. Reactant: Br[C:2]1[CH:7]=[C:6]([O:8][CH3:9])[CH:5]=[CH:4][N:3]=1.[F:10][C:11]1[CH:12]=[C:13](B(O)O)[CH:14]=[CH:15][CH:16]=1. (4) Reactant: [CH3:1][C:2]1[S:3][C:4]2[CH:10]=[CH:9][C:8]([C:11](O)([CH2:14][CH3:15])[CH2:12][CH3:13])=[CH:7][C:5]=2[N:6]=1.[NH:17]1[C:25]2[C:20](=[CH:21][CH:22]=[CH:23][C:24]=2[NH:26][S:27]([CH3:30])(=[O:29])=[O:28])[CH:19]=[CH:18]1.C(O)(C(F)(F)F)=O. Product: [CH2:12]([C:11]([C:19]1[C:20]2[C:25](=[C:24]([NH:26][S:27]([CH3:30])(=[O:28])=[O:29])[CH:23]=[CH:22][CH:21]=2)[NH:17][CH:18]=1)([C:8]1[CH:9]=[CH:10][C:4]2[S:3][C:2]([CH3:1])=[N:6][C:5]=2[CH:7]=1)[CH2:14][CH3:15])[CH3:13]. The catalyst class is: 2. (5) Reactant: [CH3:1][NH2:2].[C:3]([O:7][C:8]([CH3:11])([CH3:10])[CH3:9])(=[O:6])[CH:4]=[CH2:5].CCOC(C)=O.CO. Product: [C:8]([O:7][C:3](=[O:6])[CH2:4][CH2:5][NH:2][CH3:1])([CH3:11])([CH3:10])[CH3:9]. The catalyst class is: 14. (6) Reactant: [N:1]1[N:2]=[C:3]([C:10]2[CH:19]=[CH:18][C:17]3[C:12](=[C:13]([O:20][C@H:21]4[CH2:26][CH2:25][N:24](C(OC(C)(C)C)=O)[C@H:23]([C:34](=[O:38])[N:35]([CH3:37])[CH3:36])[CH2:22]4)[CH:14]=[CH:15][CH:16]=3)[N:11]=2)[N:4]2[CH:9]=[CH:8][CH:7]=[CH:6][C:5]=12.C(Cl)(Cl)[Cl:40].[ClH:43]. Product: [ClH:40].[ClH:43].[N:1]1[N:2]=[C:3]([C:10]2[CH:19]=[CH:18][C:17]3[C:12](=[C:13]([O:20][C@H:21]4[CH2:26][CH2:25][NH:24][C@H:23]([C:34]([N:35]([CH3:37])[CH3:36])=[O:38])[CH2:22]4)[CH:14]=[CH:15][CH:16]=3)[N:11]=2)[N:4]2[CH:9]=[CH:8][CH:7]=[CH:6][C:5]=12. The catalyst class is: 27.